Task: Regression. Given a peptide amino acid sequence and an MHC pseudo amino acid sequence, predict their binding affinity value. This is MHC class I binding data.. Dataset: Peptide-MHC class I binding affinity with 185,985 pairs from IEDB/IMGT (1) The peptide sequence is DLGPAFTEL. The MHC is HLA-A31:01 with pseudo-sequence HLA-A31:01. The binding affinity (normalized) is 0.0847. (2) The peptide sequence is RSYRNTTAL. The MHC is H-2-Kb with pseudo-sequence H-2-Kb. The binding affinity (normalized) is 0.823. (3) The peptide sequence is YYYNFSEDL. The MHC is HLA-B35:01 with pseudo-sequence HLA-B35:01. The binding affinity (normalized) is 0.0847. (4) The peptide sequence is YENAFLPFT. The MHC is HLA-B44:03 with pseudo-sequence HLA-B44:03. The binding affinity (normalized) is 0.376. (5) The peptide sequence is LSPTIGHVKAF. The MHC is Mamu-A01 with pseudo-sequence Mamu-A01. The binding affinity (normalized) is 1.00.